Predict the product of the given reaction. From a dataset of Forward reaction prediction with 1.9M reactions from USPTO patents (1976-2016). (1) The product is: [CH:11]([C:9]1[Se:10][C:6]([CH2:5][O:13][CH2:14][C:15]([OH:18])=[O:17])=[CH:7][CH:8]=1)=[O:12]. Given the reactants [BH4-].[Na+].CO[CH:5]([O:13][CH3:14])[C:6]1[Se:10][C:9]([CH:11]=[O:12])=[CH:8][CH:7]=1.[C:15]([O:18]CC)(=[O:17])C, predict the reaction product. (2) Given the reactants [CH3:1][C:2]1([CH3:21])[O:6][CH:5]([CH2:7][O:8][C:9]2[C:18](C)=[CH:17][C:12]([C:13]([NH:15][OH:16])=[NH:14])=[CH:11][C:10]=2[CH3:20])[CH2:4][O:3]1.[OH:22][C:23]1C(C)=CC(C#N)=CC=1OC.CC1(C)O[C@H](CO)CO1, predict the reaction product. The product is: [CH3:21][C:2]1([CH3:1])[O:6][C@H:5]([CH2:7][O:8][C:9]2[C:10]([CH3:20])=[CH:11][C:12]([C:13]([NH:15][OH:16])=[NH:14])=[CH:17][C:18]=2[O:22][CH3:23])[CH2:4][O:3]1.